From a dataset of Full USPTO retrosynthesis dataset with 1.9M reactions from patents (1976-2016). Predict the reactants needed to synthesize the given product. (1) Given the product [Cl:1][C:2]1[CH:3]=[C:4]2[C:8](=[CH:9][CH:10]=1)[N:7]([CH3:35])[C:6]([S:11]([CH2:14][CH2:15][C:16]([N:18]([CH:20]1[CH2:25][CH2:24][N:23]([C:26]([O:28][C:29]([CH3:32])([CH3:31])[CH3:30])=[O:27])[CH2:22][CH2:21]1)[CH3:19])=[O:17])(=[O:12])=[O:13])=[CH:5]2, predict the reactants needed to synthesize it. The reactants are: [Cl:1][C:2]1[CH:3]=[C:4]2[C:8](=[CH:9][CH:10]=1)[NH:7][C:6]([S:11]([CH2:14][CH2:15][C:16]([N:18]([CH:20]1[CH2:25][CH2:24][N:23]([C:26]([O:28][C:29]([CH3:32])([CH3:31])[CH3:30])=[O:27])[CH2:22][CH2:21]1)[CH3:19])=[O:17])(=[O:13])=[O:12])=[CH:5]2.[H-].[Na+].[CH3:35]I. (2) The reactants are: [Br:1][C:2]1[CH:3]=[C:4]([C:9]([CH:13]2[CH2:17][CH2:16][CH2:15][CH2:14]2)=[CH:10]OC)[C:5]([NH2:8])=[N:6][CH:7]=1.Cl(O)(=O)(=O)=O. Given the product [Br:1][C:2]1[CH:3]=[C:4]2[C:9]([CH:13]3[CH2:17][CH2:16][CH2:15][CH2:14]3)=[CH:10][NH:8][C:5]2=[N:6][CH:7]=1, predict the reactants needed to synthesize it. (3) Given the product [Cl:1][C:2]1[N:3]=[N:4][C:5]([N:8]2[C:18]([C:15]3[CH:14]=[CH:13][C:12]([CH2:10][CH3:11])=[CH:17][N:16]=3)=[CH:19][C:20]([C:21]([O:23][CH3:24])=[O:22])=[N:9]2)=[CH:6][CH:7]=1, predict the reactants needed to synthesize it. The reactants are: [Cl:1][C:2]1[N:3]=[N:4][C:5]([NH:8][NH2:9])=[CH:6][CH:7]=1.[CH2:10]([C:12]1[CH:13]=[CH:14][C:15]([C:18](=O)[CH2:19][C:20](=O)[C:21]([O:23][CH3:24])=[O:22])=[N:16][CH:17]=1)[CH3:11].Cl.C(=O)(O)[O-].[Na+]. (4) Given the product [F:21][C:22]1[CH:30]=[C:29]2[C:25]([C:26]([C:40]3[CH:55]=[CH:54][C:43]4[N:44]=[C:45]([CH2:47][CH:48]5[CH2:49][CH2:50][NH:51][CH2:52][CH2:53]5)[O:46][C:42]=4[CH:41]=3)=[CH:27][NH:28]2)=[CH:24][CH:23]=1, predict the reactants needed to synthesize it. The reactants are: FC1C=C2C(C(I)=CN2S(C2C=CC=CC=2)(=O)=O)=CC=1.[F:21][C:22]1[CH:30]=[C:29]2[C:25]([C:26]([C:40]3[CH:55]=[CH:54][C:43]4[N:44]=[C:45]([CH2:47][CH:48]5[CH2:53][CH2:52][NH:51][CH2:50][CH2:49]5)[O:46][C:42]=4[CH:41]=3)=[CH:27][N:28]2S(C2C=CC=CC=2)(=O)=O)=[CH:24][CH:23]=1.